From a dataset of Full USPTO retrosynthesis dataset with 1.9M reactions from patents (1976-2016). Predict the reactants needed to synthesize the given product. (1) Given the product [Cl:12][C:3](=[C:5]([C:8]#[N:9])[C:6]#[N:7])[CH:2]([F:10])[F:1], predict the reactants needed to synthesize it. The reactants are: [F:1][CH:2]([F:10])[C:3](=[C:5]([C:8]#[N:9])[C:6]#[N:7])O.P(Cl)(Cl)(Cl)(Cl)[Cl:12]. (2) Given the product [CH3:1][O:2][C:3]([C:5]1[C:13]2[N:12]([C:14]3[CH:15]=[CH:16][CH:17]=[CH:18][CH:19]=3)[C:11]([C@@H:20]([NH:22][C:33]3[N:41]=[CH:40][N:39]=[C:38]4[C:34]=3[N:35]=[CH:36][N:37]4[CH:42]3[CH2:47][CH2:46][CH2:45][CH2:44][O:43]3)[CH3:21])=[N:10][C:9]=2[CH:8]=[CH:7][C:6]=1[F:30])=[O:4], predict the reactants needed to synthesize it. The reactants are: [CH3:1][O:2][C:3]([C:5]1[C:13]2[N:12]([C:14]3[CH:19]=[CH:18][CH:17]=[CH:16][CH:15]=3)[C:11]([C@@H:20]([NH:22]C(OC(C)(C)C)=O)[CH3:21])=[N:10][C:9]=2[CH:8]=[CH:7][C:6]=1[F:30])=[O:4].Cl.Cl[C:33]1[N:41]=[CH:40][N:39]=[C:38]2[C:34]=1[N:35]=[CH:36][N:37]2[CH:42]1[CH2:47][CH2:46][CH2:45][CH2:44][O:43]1.CCN(C(C)C)C(C)C.